From a dataset of Forward reaction prediction with 1.9M reactions from USPTO patents (1976-2016). Predict the product of the given reaction. (1) Given the reactants Br[C:2]1[C:7]([O:8][CH3:9])=[CH:6][N:5]=[CH:4][C:3]=1[O:10][CH3:11].[Li]CCCC.[C:17]([S:21]([N:23]=[CH:24][CH2:25][CH2:26][CH2:27][CH2:28][C:29]([O:31][CH3:32])=[O:30])=[O:22])([CH3:20])([CH3:19])[CH3:18].[NH4+].[Cl-], predict the reaction product. The product is: [CH3:11][O:10][C:3]1[CH:4]=[N:5][CH:6]=[C:7]([O:8][CH3:9])[C:2]=1[CH:24]([NH:23][S:21]([C:17]([CH3:20])([CH3:19])[CH3:18])=[O:22])[CH2:25][CH2:26][CH2:27][CH2:28][C:29]([O:31][CH3:32])=[O:30]. (2) Given the reactants [Cl:1][C:2]1[CH:7]=[CH:6][C:5]([C:8]2[N:9]=[C:10]3[N:14]([C:15]=2[CH2:16][OH:17])[CH:13]=[C:12](C(OC)=O)[S:11]3)=[CH:4][CH:3]=1.[CH3:22][Mg]Br.C([O:27][CH2:28][CH3:29])C, predict the reaction product. The product is: [Cl:1][C:2]1[CH:3]=[CH:4][C:5]([C:8]2[N:9]=[C:10]3[N:14]([C:15]=2[CH2:16][OH:17])[CH:13]=[C:12]([C:28]([OH:27])([CH3:29])[CH3:22])[S:11]3)=[CH:6][CH:7]=1. (3) Given the reactants [CH3:1][O:2][C:3]1[CH:4]=[C:5]([C:11]([CH:19]([CH3:21])[CH3:20])([CH2:14][CH2:15][CH2:16][NH:17][CH3:18])[C:12]#[N:13])[CH:6]=[CH:7][C:8]=1[O:9][CH3:10].[C:22](=O)([O-])[O-].[K+].[K+].C(Br)[CH2:29][CH:30]([CH3:32])[CH3:31], predict the reaction product. The product is: [CH3:1][O:2][C:3]1[CH:4]=[C:5]([C:11]([CH:19]([CH3:21])[CH3:20])([CH2:14][CH2:15][CH2:16][N:17]([CH3:22])[CH2:18][CH2:29][CH:30]([CH3:32])[CH3:31])[C:12]#[N:13])[CH:6]=[CH:7][C:8]=1[O:9][CH3:10]. (4) The product is: [C:1]([O:5][C:6](=[O:7])[NH:8][C:9]([C:10](=[O:12])[NH:46][CH:47]1[CH:48]2[CH2:56][CH:52]3[CH2:51][CH:50]([CH2:55][CH:54]1[CH2:53]3)[CH2:49]2)([CH3:14])[CH3:13])([CH3:2])([CH3:3])[CH3:4]. Given the reactants [C:1]([O:5][C:6]([NH:8][C:9]([CH3:14])([CH3:13])[C:10]([OH:12])=O)=[O:7])([CH3:4])([CH3:3])[CH3:2].O.ON1C2C=CC=CC=2N=N1.Cl.CN(C)CCCN=C=NCC.C(N(CC)CC)C.Cl.[NH2:46][CH:47]1[CH:54]2[CH2:55][CH:50]3[CH2:51][CH:52]([CH2:56][CH:48]1[CH2:49]3)[CH2:53]2, predict the reaction product.